Predict which catalyst facilitates the given reaction. From a dataset of Catalyst prediction with 721,799 reactions and 888 catalyst types from USPTO. (1) Reactant: C(OCC)(=O)C.[Li+].CC([N-]C(C)C)C.[N:15]1([CH2:20][CH:21]=O)[CH2:19][CH2:18][CH2:17][CH2:16]1.[C:23](Cl)(=O)[C:24]([Cl:26])=[O:25]. Product: [N:15]1([CH2:20]/[CH:21]=[CH:23]/[C:24]([Cl:26])=[O:25])[CH2:16][CH2:17][CH2:18][CH2:19]1. The catalyst class is: 118. (2) Reactant: CO[C:3](=[O:18])[CH:4]([NH:8][S:9]([C:12]1[CH:17]=[CH:16][CH:15]=[CH:14][CH:13]=1)(=[O:11])=[O:10])[CH:5]([CH3:7])[CH3:6].[C:19]1([Mg]Br)[CH:24]=[CH:23][CH:22]=[CH:21][CH:20]=1. The catalyst class is: 1. Product: [C:3]([CH:4]([NH:8][S:9]([C:12]1[CH:13]=[CH:14][CH:15]=[CH:16][CH:17]=1)(=[O:10])=[O:11])[CH:5]([CH3:6])[CH3:7])(=[O:18])[C:19]1[CH:24]=[CH:23][CH:22]=[CH:21][CH:20]=1. (3) Reactant: C(OC([N:8]1[C:16]2[C:11](=[CH:12][CH:13]=[C:14]([N:17]([CH:28]3[CH2:33][CH2:32][N:31]([CH2:34][C:35]4[CH:40]=[CH:39][CH:38]=[CH:37][CH:36]=4)[CH2:30][CH2:29]3)[C:18](=[O:27])/[CH:19]=[CH:20]/[C:21]3[CH:26]=[CH:25][CH:24]=[CH:23][CH:22]=3)[CH:15]=2)[CH2:10][CH2:9]1)=O)(C)(C)C.[C:41]([OH:47])([C:43]([F:46])([F:45])[F:44])=[O:42]. Product: [CH2:34]([N:31]1[CH2:32][CH2:33][CH:28]([N:17]([C:14]2[CH:15]=[C:16]3[C:11]([CH2:10][CH2:9][NH:8]3)=[CH:12][CH:13]=2)[C:18](=[O:27])/[CH:19]=[CH:20]/[C:21]2[CH:26]=[CH:25][CH:24]=[CH:23][CH:22]=2)[CH2:29][CH2:30]1)[C:35]1[CH:40]=[CH:39][CH:38]=[CH:37][CH:36]=1.[C:41]([OH:47])([C:43]([F:46])([F:45])[F:44])=[O:42]. The catalyst class is: 2. (4) Reactant: C([NH:5][S:6]([C:9]1[S:10][C:11]([C:14]2[CH:19]=[CH:18][CH:17]=[C:16]([C:20]3[N:25]=[C:24]([CH:26]([F:28])[F:27])[CH:23]=[C:22]([C:29]4[CH:34]=[CH:33][C:32]([C:35]([F:38])([F:37])[F:36])=[CH:31][CH:30]=4)[N:21]=3)[CH:15]=2)=[CH:12][CH:13]=1)(=[O:8])=[O:7])(C)(C)C.C(O)(C(F)(F)F)=O. Product: [F:28][CH:26]([F:27])[C:24]1[CH:23]=[C:22]([C:29]2[CH:34]=[CH:33][C:32]([C:35]([F:37])([F:36])[F:38])=[CH:31][CH:30]=2)[N:21]=[C:20]([C:16]2[CH:15]=[C:14]([C:11]3[S:10][C:9]([S:6]([NH2:5])(=[O:8])=[O:7])=[CH:13][CH:12]=3)[CH:19]=[CH:18][CH:17]=2)[N:25]=1. The catalyst class is: 4. (5) The catalyst class is: 583. Reactant: [CH3:1][S:2]([NH:5][C:6]1[CH:7]=[C:8]2[C:14]([C:15]3[CH:16]=[C:17]([NH:21][C@H:22]([C:26]([NH:28][CH2:29][C:30]([F:33])([F:32])[F:31])=[O:27])[CH:23]([CH3:25])[CH3:24])[CH:18]=[N:19][CH:20]=3)=[CH:13][N:12](COCC[Si](C)(C)C)[C:9]2=[N:10][CH:11]=1)(=[O:4])=[O:3].C(O)(C(F)(F)F)=O.C(N)CN.[OH-].[Na+]. Product: [CH3:1][S:2]([NH:5][C:6]1[CH:7]=[C:8]2[C:14]([C:15]3[CH:16]=[C:17]([NH:21][C@H:22]([C:26]([NH:28][CH2:29][C:30]([F:33])([F:32])[F:31])=[O:27])[CH:23]([CH3:25])[CH3:24])[CH:18]=[N:19][CH:20]=3)=[CH:13][NH:12][C:9]2=[N:10][CH:11]=1)(=[O:4])=[O:3]. (6) Reactant: [O:1]=[C:2]1[NH:7][C:6]([CH2:8][C:9]2[CH:13]=[CH:12][S:11][CH:10]=2)=[N:5][C:4]([N:14]2[CH2:19][CH2:18][NH:17][CH2:16][CH2:15]2)=[C:3]1[C:20]#[N:21].C(N(CC)CC)C.[C:29](Cl)(=[O:31])[CH3:30]. Product: [C:29]([N:17]1[CH2:16][CH2:15][N:14]([C:4]2[N:5]=[C:6]([CH2:8][C:9]3[CH:13]=[CH:12][S:11][CH:10]=3)[NH:7][C:2](=[O:1])[C:3]=2[C:20]#[N:21])[CH2:19][CH2:18]1)(=[O:31])[CH3:30]. The catalyst class is: 174. (7) Reactant: [Cl:1][C:2]1[CH:27]=[CH:26][CH:25]=[CH:24][C:3]=1[C:4]([NH:6][C:7](=[O:23])[NH:8][C:9]1[S:10][C:11]2[CH:17]=[C:16]([S:18]([CH:21]=[CH2:22])(=[O:20])=[O:19])[CH:15]=[CH:14][C:12]=2[N:13]=1)=[O:5].[OH:28][CH:29]1[CH2:33][CH2:32][NH:31][CH2:30]1. Product: [Cl:1][C:2]1[CH:27]=[CH:26][CH:25]=[CH:24][C:3]=1[C:4]([NH:6][C:7](=[O:23])[NH:8][C:9]1[S:10][C:11]2[CH:17]=[C:16]([S:18]([CH2:21][CH2:22][N:31]3[CH2:32][CH2:33][CH:29]([OH:28])[CH2:30]3)(=[O:20])=[O:19])[CH:15]=[CH:14][C:12]=2[N:13]=1)=[O:5]. The catalyst class is: 1.